From a dataset of Forward reaction prediction with 1.9M reactions from USPTO patents (1976-2016). Predict the product of the given reaction. The product is: [I:29][C:2]1[C:6]([C:7](=[O:9])[CH3:8])=[CH:5][N:4]([CH:10]([CH3:12])[CH3:11])[N:3]=1. Given the reactants N[C:2]1[C:6]([C:7](=[O:9])[CH3:8])=[CH:5][N:4]([CH:10]([CH3:12])[CH3:11])[N:3]=1.CC1C=CC(S(O)(=O)=O)=CC=1.O.N([O-])=O.[Na+].[I-:29].[K+], predict the reaction product.